Dataset: NCI-60 drug combinations with 297,098 pairs across 59 cell lines. Task: Regression. Given two drug SMILES strings and cell line genomic features, predict the synergy score measuring deviation from expected non-interaction effect. (1) Drug 1: C1C(C(OC1N2C=NC3=C(N=C(N=C32)Cl)N)CO)O. Drug 2: CCCCC(=O)OCC(=O)C1(CC(C2=C(C1)C(=C3C(=C2O)C(=O)C4=C(C3=O)C=CC=C4OC)O)OC5CC(C(C(O5)C)O)NC(=O)C(F)(F)F)O. Cell line: UACC62. Synergy scores: CSS=74.0, Synergy_ZIP=1.56, Synergy_Bliss=1.32, Synergy_Loewe=-0.0275, Synergy_HSA=3.18. (2) Drug 1: C1CC(=O)NC(=O)C1N2CC3=C(C2=O)C=CC=C3N. Drug 2: CCN(CC)CCCC(C)NC1=C2C=C(C=CC2=NC3=C1C=CC(=C3)Cl)OC. Cell line: UACC62. Synergy scores: CSS=7.82, Synergy_ZIP=-2.74, Synergy_Bliss=-0.929, Synergy_Loewe=0.362, Synergy_HSA=-0.102. (3) Drug 1: CC1=C(C(=CC=C1)Cl)NC(=O)C2=CN=C(S2)NC3=CC(=NC(=N3)C)N4CCN(CC4)CCO. Drug 2: B(C(CC(C)C)NC(=O)C(CC1=CC=CC=C1)NC(=O)C2=NC=CN=C2)(O)O. Cell line: SK-OV-3. Synergy scores: CSS=47.4, Synergy_ZIP=-2.01, Synergy_Bliss=-2.17, Synergy_Loewe=-0.820, Synergy_HSA=0.348.